This data is from Full USPTO retrosynthesis dataset with 1.9M reactions from patents (1976-2016). The task is: Predict the reactants needed to synthesize the given product. (1) Given the product [CH2:28]([O:27][C:25](=[O:26])[CH2:24][N:12]([C:3]1[CH:4]=[C:5]([C:8]([F:10])([F:11])[F:9])[CH:6]=[CH:7][C:2]=1[Cl:1])[S:13]([C:16]1[CH:21]=[CH:20][C:19]([CH3:22])=[CH:18][CH:17]=1)(=[O:15])=[O:14])[CH3:29], predict the reactants needed to synthesize it. The reactants are: [Cl:1][C:2]1[CH:7]=[CH:6][C:5]([C:8]([F:11])([F:10])[F:9])=[CH:4][C:3]=1[NH:12][S:13]([C:16]1[CH:21]=[CH:20][C:19]([CH3:22])=[CH:18][CH:17]=1)(=[O:15])=[O:14].Br[CH2:24][C:25]([O:27][CH2:28][CH3:29])=[O:26].C(=O)([O-])[O-].[K+].[K+]. (2) Given the product [ClH:50].[ClH:50].[CH:30]1([C@H:14]([NH:13][C:11](=[O:12])[C@H:9]([CH3:10])[NH:8][CH3:6])[C:15]([N:17]2[C@H:22]([C:23]([NH:49][C:46]([CH3:48])([C:40]3[CH:45]=[CH:44][CH:43]=[CH:42][CH:41]=3)[CH3:47])=[O:24])[CH2:21][N:20]3[CH2:27][CH2:28][CH2:29][C@@H:19]3[CH2:18]2)=[O:16])[CH2:35][CH2:34][CH2:33][CH2:32][CH2:31]1, predict the reactants needed to synthesize it. The reactants are: C(O[C:6]([N:8](C)[C@H:9]([C:11]([NH:13][C@@H:14]([CH:30]1[CH2:35][CH2:34][CH2:33][CH2:32][CH2:31]1)[C:15]([N:17]1[C@H:22]([C:23](OC)=[O:24])[CH2:21][N:20]2[CH2:27][CH2:28][CH2:29][C@@H:19]2[CH2:18]1)=[O:16])=[O:12])[CH3:10])=O)(C)(C)C.O.[OH-].[Li+].[C:40]1([C:46]([NH2:49])([CH3:48])[CH3:47])[CH:45]=[CH:44][CH:43]=[CH:42][CH:41]=1.[Cl-:50].COC1N=C(OC)N=C([N+]2(C)CCOCC2)N=1.C(OCC)(=O)C.Cl.C(=O)([O-])O.[Na+]. (3) Given the product [Br:1][C:2]1[CH:17]=[CH:16][C:5]([CH2:6][N:7]2[C:11]([CH3:12])=[C:10]([C:13]([Cl:21])=[O:14])[N:9]=[N:8]2)=[CH:4][CH:3]=1, predict the reactants needed to synthesize it. The reactants are: [Br:1][C:2]1[CH:17]=[CH:16][C:5]([CH2:6][N:7]2[C:11]([CH3:12])=[C:10]([C:13](O)=[O:14])[N:9]=[N:8]2)=[CH:4][CH:3]=1.C(Cl)(=O)C([Cl:21])=O.